This data is from Full USPTO retrosynthesis dataset with 1.9M reactions from patents (1976-2016). The task is: Predict the reactants needed to synthesize the given product. (1) Given the product [F:19][C:16]1[CH:17]=[CH:18][C:13]([NH:12][C:10](=[O:11])[C:9]2[CH:20]=[C:21]([C:24]([F:27])([F:26])[F:25])[CH:22]=[N:23][C:8]=2[NH:7][CH2:6][C:5]2[CH:28]=[CH:29][C:2]([B:38]3[O:39][C:40]([CH3:42])([CH3:41])[C:36]([CH3:52])([CH3:35])[O:37]3)=[CH:3][CH:4]=2)=[CH:14][CH:15]=1, predict the reactants needed to synthesize it. The reactants are: Br[C:2]1[CH:29]=[CH:28][C:5]([CH2:6][NH:7][C:8]2[N:23]=[CH:22][C:21]([C:24]([F:27])([F:26])[F:25])=[CH:20][C:9]=2[C:10]([NH:12][C:13]2[CH:18]=[CH:17][C:16]([F:19])=[CH:15][CH:14]=2)=[O:11])=[CH:4][CH:3]=1.CC([O-])=O.[K+].[CH3:35][C:36]1([CH3:52])[C:40]([CH3:42])([CH3:41])[O:39][B:38]([B:38]2[O:39][C:40]([CH3:42])([CH3:41])[C:36]([CH3:52])([CH3:35])[O:37]2)[O:37]1. (2) The reactants are: [CH2:1]([N:8]1[CH2:17][CH2:16][C:15]2[C:14]([C:18]([O:20]C)=[O:19])=[N:13][CH:12]=[N:11][C:10]=2[CH2:9]1)[C:2]1[CH:7]=[CH:6][CH:5]=[CH:4][CH:3]=1.[OH-].[Na+]. Given the product [CH2:1]([N:8]1[CH2:17][CH2:16][C:15]2[C:14]([C:18]([OH:20])=[O:19])=[N:13][CH:12]=[N:11][C:10]=2[CH2:9]1)[C:2]1[CH:3]=[CH:4][CH:5]=[CH:6][CH:7]=1, predict the reactants needed to synthesize it. (3) Given the product [NH2:21][C:18]1([C:5]2[CH:6]=[CH:7][CH:8]=[C:3]([O:2][CH3:1])[CH:4]=2)[CH2:19][CH2:20][C:15](=[O:11])[CH2:16][CH2:17]1, predict the reactants needed to synthesize it. The reactants are: [CH3:1][O:2][C:3]1[CH:4]=[C:5]([Mg]Br)[CH:6]=[CH:7][CH:8]=1.[O:11]1[C:15]2([CH2:20][CH2:19][C:18](=[N:21]S(C(C)(C)C)=O)[CH2:17][CH2:16]2)OCC1. (4) Given the product [F:21][C:22]1[CH:23]=[CH:24][C:25](/[CH:28]=[CH:29]/[C:30]2[CH:31]=[CH:32][C:33]([S:36]([C:39]3[CH:40]=[C:41]([NH:45][S:2]([NH2:5])(=[O:4])=[O:3])[CH:42]=[CH:43][CH:44]=3)(=[O:38])=[O:37])=[CH:34][CH:35]=2)=[CH:26][CH:27]=1, predict the reactants needed to synthesize it. The reactants are: Cl[S:2]([N:5]=C=O)(=[O:4])=[O:3].C(O)(C)(C)C.C(N(CC)CC)C.Cl.[F:21][C:22]1[CH:27]=[CH:26][C:25](/[CH:28]=[CH:29]/[C:30]2[CH:35]=[CH:34][C:33]([S:36]([C:39]3[CH:40]=[C:41]([NH2:45])[CH:42]=[CH:43][CH:44]=3)(=[O:38])=[O:37])=[CH:32][CH:31]=2)=[CH:24][CH:23]=1.